Dataset: Peptide-MHC class I binding affinity with 185,985 pairs from IEDB/IMGT. Task: Regression. Given a peptide amino acid sequence and an MHC pseudo amino acid sequence, predict their binding affinity value. This is MHC class I binding data. (1) The peptide sequence is LLPIFFCLWV. The MHC is HLA-A11:01 with pseudo-sequence HLA-A11:01. The binding affinity (normalized) is 0. (2) The peptide sequence is IMPARFYPK. The MHC is Patr-A0301 with pseudo-sequence Patr-A0301. The binding affinity (normalized) is 0.775. (3) The peptide sequence is SPSKLASAIQ. The MHC is HLA-B07:02 with pseudo-sequence HLA-B07:02. The binding affinity (normalized) is 0.438. (4) The peptide sequence is KVVPRRKAK. The MHC is HLA-A01:01 with pseudo-sequence HLA-A01:01. The binding affinity (normalized) is 0.0847. (5) The peptide sequence is YVVIAILTV. The MHC is HLA-A02:17 with pseudo-sequence HLA-A02:17. The binding affinity (normalized) is 0.424. (6) The peptide sequence is DIMTSTRTII. The MHC is HLA-A68:02 with pseudo-sequence HLA-A68:02. The binding affinity (normalized) is 0.433. (7) The peptide sequence is CHEGINPN. The MHC is H-2-Db with pseudo-sequence H-2-Db. The binding affinity (normalized) is 0.